From a dataset of Catalyst prediction with 721,799 reactions and 888 catalyst types from USPTO. Predict which catalyst facilitates the given reaction. (1) Reactant: [CH3:1][O:2][C:3]1[CH:8]=[C:7]([CH3:9])[CH:6]=[C:5]([CH3:10])[C:4]=1[C:11]1[N:16]2[N:17]=[C:18]([S:26][CH3:27])[C:19]([NH:20][CH2:21][CH:22]3[CH2:25][CH2:24][O:23]3)=[C:15]2[CH:14]=[CH:13][CH:12]=1.[H-].[Na+].[CH:30]1([CH2:33]Br)[CH2:32][CH2:31]1.O. Product: [CH:30]1([CH2:33][N:20]([C:19]2[C:18]([S:26][CH3:27])=[N:17][N:16]3[C:11]([C:4]4[C:5]([CH3:10])=[CH:6][C:7]([CH3:9])=[CH:8][C:3]=4[O:2][CH3:1])=[CH:12][CH:13]=[CH:14][C:15]=23)[CH2:21][CH:22]2[CH2:25][CH2:24][O:23]2)[CH2:32][CH2:31]1. The catalyst class is: 42. (2) Reactant: [W:1].[NH:2]([S:10]([C:13]([F:16])([F:15])[F:14])(=[O:12])=[O:11])[S:3]([C:6]([F:9])([F:8])[F:7])(=[O:5])=[O:4]. Product: [NH:2]([S:3]([C:6]([F:9])([F:7])[F:8])(=[O:5])=[O:4])[S:10]([C:13]([F:16])([F:15])[F:14])(=[O:12])=[O:11].[NH:2]([S:3]([C:6]([F:9])([F:7])[F:8])(=[O:5])=[O:4])[S:10]([C:13]([F:16])([F:15])[F:14])(=[O:12])=[O:11].[W:1]. The catalyst class is: 6. (3) Product: [Cl:1][CH:2]([C:14]1[CH:19]=[CH:18][CH:17]=[CH:16][CH:15]=1)[C:3]([C:5]1[C:13]2[C:8](=[CH:9][CH:10]=[CH:11][CH:12]=2)[N:7]([CH2:21][CH2:22][CH2:23][OH:24])[CH:6]=1)=[O:4].[OH:24][CH2:23][CH2:22][CH2:21][N:7]1[C:8]2[C:13](=[CH:12][CH:11]=[CH:10][CH:9]=2)[C:5]([C:3](=[O:4])[CH:2]([NH:7][C:8]2[CH:13]=[CH:12][CH:11]=[C:10]([O:28][CH3:25])[CH:9]=2)[C:14]2[CH:19]=[CH:18][CH:17]=[CH:16][CH:15]=2)=[CH:6]1. Reactant: [Cl:1][CH:2]([C:14]1[CH:19]=[CH:18][CH:17]=[CH:16][CH:15]=1)[C:3]([C:5]1[C:13]2[C:8](=[CH:9][CH:10]=[CH:11][CH:12]=2)[NH:7][CH:6]=1)=[O:4].Br[CH2:21][CH2:22][CH2:23][OH:24].[C:25](=[O:28])([O-])[O-].[K+].[K+]. The catalyst class is: 3. (4) Product: [F:26][C:24]([F:25])([F:27])[C:21]1[CH:20]=[CH:19][C:18]([C@@H:6]2[C@@H:5]([CH2:4][C:3]([O:2][CH3:1])=[O:28])[CH2:10][CH2:9][CH2:8][NH:7]2)=[CH:23][CH:22]=1. The catalyst class is: 2. Reactant: [CH3:1][O:2][C:3](=[O:28])[CH2:4][C@H:5]1[CH2:10][CH2:9][CH2:8][N:7](C(OC(C)(C)C)=O)[C@@H:6]1[C:18]1[CH:23]=[CH:22][C:21]([C:24]([F:27])([F:26])[F:25])=[CH:20][CH:19]=1.C(O)(C(F)(F)F)=O. (5) Reactant: [NH2:1][C:2](=[S:8])[C:3]([O:5][CH2:6][CH3:7])=[O:4].Br[CH2:10][C:11](=O)[C:12]([OH:14])=[O:13]. Product: [CH2:6]([O:5][C:3]([C:2]1[S:8][CH:10]=[C:11]([C:12]([OH:14])=[O:13])[N:1]=1)=[O:4])[CH3:7]. The catalyst class is: 12. (6) Reactant: Br[CH2:2][C:3]1[C:12]2[C:7](=[CH:8][CH:9]=[C:10]([C:13]3[CH:18]=[CH:17][CH:16]=[CH:15][C:14]=3[O:19][CH3:20])[CH:11]=2)[NH:6][C:5]([CH3:22])([CH3:21])[CH:4]=1.CN(C=O)C.[N-:28]=[N+:29]=[N-:30].[Na+]. Product: [N:28]([CH2:2][C:3]1[C:12]2[C:7](=[CH:8][CH:9]=[C:10]([C:13]3[CH:18]=[CH:17][CH:16]=[CH:15][C:14]=3[O:19][CH3:20])[CH:11]=2)[NH:6][C:5]([CH3:22])([CH3:21])[CH:4]=1)=[N+:29]=[N-:30]. The catalyst class is: 161. (7) Reactant: [NH2:1][C:2]1[CH:7]=[CH:6][C:5]([CH:8]2[CH2:12][CH2:11][N:10]([C:13]([O:15][C:16]([CH3:19])([CH3:18])[CH3:17])=[O:14])[CH2:9]2)=[CH:4][CH:3]=1.C(N(CC)CC)C.[C:27]1([CH2:33][C:34](Cl)=[O:35])[CH:32]=[CH:31][CH:30]=[CH:29][CH:28]=1. Product: [C:16]([O:15][C:13]([N:10]1[CH2:11][CH2:12][CH:8]([C:5]2[CH:4]=[CH:3][C:2]([NH:1][C:34](=[O:35])[CH2:33][C:27]3[CH:32]=[CH:31][CH:30]=[CH:29][CH:28]=3)=[CH:7][CH:6]=2)[CH2:9]1)=[O:14])([CH3:19])([CH3:18])[CH3:17]. The catalyst class is: 1. (8) The catalyst class is: 3. Product: [OH:11][C:7]1[CH:6]=[C:3]2[C:2](=[CH:9][C:8]=1[OH:10])[O:1][C:15](=[O:14])[C:16]([C:17]1[N:18]=[N:19][NH:20][N:21]=1)=[CH:4]2. Reactant: [OH:1][C:2]1[CH:9]=[C:8]([OH:10])[C:7]([OH:11])=[CH:6][C:3]=1[CH:4]=O.C([O:14][C:15](=O)[CH2:16][C:17]1[N:18]=[N:19][NH:20][N:21]=1)C.N1CCCCC1.C(O)(=O)C. (9) Product: [O:23]=[C:14]1[N:13]([CH2:24][CH2:25][CH3:26])[C:12]2[N:11]=[C:10]([C:5]34[CH2:8][CH2:9][C:2]([O:1][P:35](=[O:58])([O:36][CH2:37][C:38]5[CH:39]=[CH:40][CH:41]=[CH:42][CH:43]=5)[O:44][CH2:45][C:46]5[CH:47]=[CH:48][CH:49]=[CH:50][CH:51]=5)([CH2:7][CH2:6]3)[CH2:3][CH2:4]4)[NH:18][C:17]=2[C:16](=[O:19])[N:15]1[CH2:20][CH2:21][CH3:22]. Reactant: [OH:1][C:2]12[CH2:9][CH2:8][C:5]([C:10]3[NH:18][C:17]4[C:16](=[O:19])[N:15]([CH2:20][CH2:21][CH3:22])[C:14](=[O:23])[N:13]([CH2:24][CH2:25][CH3:26])[C:12]=4[N:11]=3)([CH2:6][CH2:7]1)[CH2:4][CH2:3]2.N1C=NN=N1.C(N(CC)[P:35]([O:44][CH2:45][C:46]1[CH:51]=[CH:50][CH:49]=[CH:48][CH:47]=1)[O:36][CH2:37][C:38]1[CH:43]=[CH:42][CH:41]=[CH:40][CH:39]=1)C.C([O:58]O)(C)(C)C.OS([O-])=O.[Na+]. The catalyst class is: 291. (10) Reactant: Br[CH2:2][CH2:3][N:4]1[CH2:8][CH2:7][N:6]([CH2:9][CH2:10][CH2:11][OH:12])[C:5]1=[C:13]([C:16]#[N:17])[C:14]#[N:15].[CH3:18][CH:19]1[CH2:23][CH2:22][CH2:21][NH:20]1.C(=O)([O-])[O-].[K+].[K+].[I-].[K+]. Product: [OH:12][CH2:11][CH2:10][CH2:9][N:6]1[CH2:7][CH2:8][N:4]([CH2:3][CH2:2][N:20]2[CH2:21][CH2:22][CH2:23][CH:19]2[CH3:18])[C:5]1=[C:13]([C:16]#[N:17])[C:14]#[N:15]. The catalyst class is: 12.